Dataset: CYP2D6 inhibition data for predicting drug metabolism from PubChem BioAssay. Task: Regression/Classification. Given a drug SMILES string, predict its absorption, distribution, metabolism, or excretion properties. Task type varies by dataset: regression for continuous measurements (e.g., permeability, clearance, half-life) or binary classification for categorical outcomes (e.g., BBB penetration, CYP inhibition). Dataset: cyp2d6_veith. (1) The compound is CN(C)CCNC(=O)c1cc(Br)ccc1Cl. The result is 0 (non-inhibitor). (2) The drug is CN[C@@H]1[C@H](O)[C@H](O)[C@H](CO)O[C@@H]1O[C@@H]1[C@H](O[C@@H]2[C@@H](O)[C@@H](O)[C@@H](N=C(N)N)[C@@H](O)[C@@H]2N=C(N)N)O[C@H](C)[C@@]1(O)C=O. The result is 0 (non-inhibitor). (3) The drug is COc1ccc(N2CCN(C(=N)/C(C(C)=O)=C(\C)O)CC2)cc1. The result is 0 (non-inhibitor). (4) The drug is Cc1cnc(CNc2cc(-c3ccc(N(C)C)cc3)ncn2)cn1. The result is 0 (non-inhibitor). (5) The result is 1 (inhibitor). The molecule is C=CCNCCCCOc1c(Cl)cc(C)cc1Br.O=C(O)C(=O)O. (6) The compound is O.O.O.O=C(O)[C@H]1O[Sb]O[C@@H](C(=O)O)C1O. The result is 0 (non-inhibitor). (7) The result is 0 (non-inhibitor). The compound is Cc1ccc(NC(=O)CCC(=O)c2ccc(F)cc2)cc1Cl.